Dataset: Reaction yield outcomes from USPTO patents with 853,638 reactions. Task: Predict the reaction yield, written as a fraction of the theoretical maximum amount of product (1.0 means a 100% yield; for example, 0.34 means a 34% yield). (1) The reactants are [C:1]([C:4]1[C:9](=[O:10])[C:8]([O:11][CH3:12])=[CH:7][N:6]([C:13]2[CH:18]=[CH:17][C:16]([N:19]3[CH2:24][CH2:23][O:22][CH2:21][CH2:20]3)=[C:15]([F:25])[C:14]=2[F:26])[N:5]=1)(=O)[CH3:2].[CH3:27]OC(OC)N(C)C.[C:35]1([NH:41][NH2:42])[CH:40]=[CH:39][CH:38]=[CH:37][CH:36]=1. No catalyst specified. The product is [F:26][C:14]1[C:15]([F:25])=[C:16]([N:19]2[CH2:20][CH2:21][O:22][CH2:23][CH2:24]2)[CH:17]=[CH:18][C:13]=1[N:6]1[CH:7]=[C:8]([O:11][CH3:12])[C:9](=[O:10])[C:4]([C:1]2[N:41]([C:35]3[CH:40]=[CH:39][CH:38]=[CH:37][CH:36]=3)[N:42]=[CH:27][CH:2]=2)=[N:5]1. The yield is 0.550. (2) The reactants are F[C:2]1C=C(N)C=C[C:7]=1OC1C2C(=CC(OC)=CC=2)N=CC=1.[CH3:22][C:23]1[CH:24]=[CH:25][C:26]2[N:27]([CH:36]=1)[C:28](=[O:35])[C:29]([C:32]([OH:34])=[O:33])=[CH:30][N:31]=2.CN(C(ON1N=NC2C=CC=NC1=2)=[N+](C)C)C.F[P-](F)(F)(F)(F)F. The catalyst is ClCCl.C([O-])(O)=O.[Na+]. The product is [CH3:22][C:23]1[CH:24]=[CH:25][C:26]2[N:27]([CH:36]=1)[C:28](=[O:35])[C:29]([C:32]([O:34][CH2:2][CH3:7])=[O:33])=[CH:30][N:31]=2. The yield is 0.240.